From a dataset of Forward reaction prediction with 1.9M reactions from USPTO patents (1976-2016). Predict the product of the given reaction. Given the reactants Cl.[CH2:2]([O:9][C:10]([C@@H:12]1[CH2:17][C@@H:16]2[C@@H:14]([CH2:15]2)[NH:13]1)=[O:11])[C:3]1[CH:8]=[CH:7][CH:6]=[CH:5][CH:4]=1.[C:18]([C:21]1[C:29]2[C:24](=[CH:25][N:26]=[CH:27][CH:28]=2)[N:23]([CH2:30][C:31](O)=[O:32])[N:22]=1)(=[O:20])[CH3:19].CN(C(ON1N=NC2C=CC=CC1=2)=[N+](C)C)C.F[P-](F)(F)(F)(F)F.CCN(C(C)C)C(C)C, predict the reaction product. The product is: [CH2:2]([O:9][C:10]([C@@H:12]1[CH2:17][C@@H:16]2[C@@H:14]([CH2:15]2)[N:13]1[C:31](=[O:32])[CH2:30][N:23]1[C:24]2=[CH:25][N:26]=[CH:27][CH:28]=[C:29]2[C:21]([C:18](=[O:20])[CH3:19])=[N:22]1)=[O:11])[C:3]1[CH:4]=[CH:5][CH:6]=[CH:7][CH:8]=1.